This data is from Forward reaction prediction with 1.9M reactions from USPTO patents (1976-2016). The task is: Predict the product of the given reaction. (1) Given the reactants CS(O[CH2:6][C:7]1[CH:12]=[C:11]([O:13][C@H:14]2[CH2:19][CH2:18][C@@H:17]([N:20]3[CH2:23][C:22]([CH2:46][C:47]#[N:48])([N:24]4[CH:28]=[C:27]([C:29]5[C:30]6[CH:37]=[CH:36][N:35]([CH2:38][O:39][CH2:40][CH2:41][Si:42]([CH3:45])([CH3:44])[CH3:43])[C:31]=6[N:32]=[CH:33][N:34]=5)[CH:26]=[N:25]4)[CH2:21]3)[CH2:16][CH2:15]2)[N:10]=[C:9]([C:49]([F:52])([F:51])[F:50])[N:8]=1)(=O)=O.[C:53]([NH2:57])([CH3:56])([CH3:55])[CH3:54].S([O-])(=O)(=O)C, predict the reaction product. The product is: [C:53]([NH:57][CH2:6][C:7]1[N:8]=[C:9]([C:49]([F:52])([F:51])[F:50])[N:10]=[C:11]([O:13][C@@H:14]2[CH2:19][CH2:18][C@H:17]([N:20]3[CH2:23][C:22]([CH2:46][C:47]#[N:48])([N:24]4[CH:28]=[C:27]([C:29]5[C:30]6[CH:37]=[CH:36][N:35]([CH2:38][O:39][CH2:40][CH2:41][Si:42]([CH3:43])([CH3:45])[CH3:44])[C:31]=6[N:32]=[CH:33][N:34]=5)[CH:26]=[N:25]4)[CH2:21]3)[CH2:16][CH2:15]2)[CH:12]=1)([CH3:56])([CH3:55])[CH3:54]. (2) Given the reactants [NH2:1][C:2]1[N:10]=[CH:9][N:8]=[C:7]2[C:3]=1[N:4]=[CH:5][N:6]2[C@H:11]1[C@@H:15]2[O:16]C(C)(C)[O:18][C@@H:14]2[C@@H:13]([CH2:21][N:22]([CH2:40][C:41]2[CH:46]=[CH:45][CH:44]=[CH:43][CH:42]=2)[CH2:23][CH2:24][CH2:25][NH:26][C:27]([NH:29][C:30]2[CH:35]=[CH:34][C:33]([C:36]([CH3:39])([CH3:38])[CH3:37])=[CH:32][CH:31]=2)=[O:28])[O:12]1, predict the reaction product. The product is: [NH2:1][C:2]1[N:10]=[CH:9][N:8]=[C:7]2[C:3]=1[N:4]=[CH:5][N:6]2[C@@H:11]1[O:12][C@H:13]([CH2:21][N:22]([CH2:40][C:41]2[CH:42]=[CH:43][CH:44]=[CH:45][CH:46]=2)[CH2:23][CH2:24][CH2:25][NH:26][C:27]([NH:29][C:30]2[CH:35]=[CH:34][C:33]([C:36]([CH3:39])([CH3:38])[CH3:37])=[CH:32][CH:31]=2)=[O:28])[C@@H:14]([OH:18])[C@H:15]1[OH:16]. (3) Given the reactants [Cl:1][C:2]1[N:3]=[C:4]([C:9]([NH:11][C@@H:12]2[CH2:17][CH2:16][N:15]([C:18](OC(C)(C)C)=O)[CH2:14][C@H:13]2[NH:25][CH2:26][CH3:27])=[O:10])[NH:5][C:6]=1[CH2:7][CH3:8].Cl.O1CCOCC1.BrC1[S:37][C:38]([C:42]([O:44][CH2:45][CH3:46])=[O:43])=[C:39]([CH3:41])[N:40]=1.C(=O)([O-])[O-].[Na+].[Na+], predict the reaction product. The product is: [Cl:1][C:2]1[N:3]=[C:4]([C:9]([NH:11][C@@H:12]2[CH2:17][CH2:16][N:15]([C:18]3[S:37][C:38]([C:42]([O:44][CH2:45][CH3:46])=[O:43])=[C:39]([CH3:41])[N:40]=3)[CH2:14][C@H:13]2[NH:25][CH2:26][CH3:27])=[O:10])[NH:5][C:6]=1[CH2:7][CH3:8]. (4) Given the reactants [CH3:1][O:2][C:3]1[C:11]2[C:6](=[CH:7][CH:8]=[C:9]([N+:12]([O-:14])=[O:13])[CH:10]=2)[NH:5][N:4]=1.Br[CH2:16][CH2:17][O:18][CH3:19].CN(C=O)C.[H-].[Na+], predict the reaction product. The product is: [CH3:1][O:2][C:3]1[C:11]2[C:6](=[CH:7][CH:8]=[C:9]([N+:12]([O-:14])=[O:13])[CH:10]=2)[N:5]([CH2:16][CH2:17][O:18][CH3:19])[N:4]=1.